Dataset: Reaction yield outcomes from USPTO patents with 853,638 reactions. Task: Predict the reaction yield, written as a fraction of the theoretical maximum amount of product (1.0 means a 100% yield; for example, 0.34 means a 34% yield). (1) The reactants are [F:1][C:2]1[CH:7]=[CH:6][C:5]([OH:8])=[CH:4][C:3]=1[CH3:9].[Br:10]C1C=C(C)C(C)=CC=1O. No catalyst specified. The product is [Br:10][C:6]1[CH:7]=[C:2]([F:1])[C:3]([CH3:9])=[CH:4][C:5]=1[OH:8]. The yield is 0.940. (2) The reactants are [C:1]([C:3]1[CH:8]=[CH:7][CH:6]=[CH:5][C:4]=1[C:9]1[CH:14]=[CH:13][C:12]([CH2:15][CH:16]([C:21](=O)[CH2:22][CH2:23][CH2:24][CH3:25])[C:17](OC)=[O:18])=[CH:11][CH:10]=1)#[N:2].[O:27]1[C:31]2([CH2:36][CH2:35][CH:34]([NH:37][C:38]3[NH:42][CH:41]=[N:40][N:39]=3)[CH2:33][CH2:32]2)[O:30][CH2:29][CH2:28]1. No catalyst specified. The product is [CH2:22]([C:21]1[N:39]2[N:40]=[CH:41][N:42]=[C:38]2[N:37]([CH:34]2[CH2:33][CH2:32][C:31]3([O:27][CH2:28][CH2:29][O:30]3)[CH2:36][CH2:35]2)[C:17](=[O:18])[C:16]=1[CH2:15][C:12]1[CH:11]=[CH:10][C:9]([C:4]2[C:3]([C:1]#[N:2])=[CH:8][CH:7]=[CH:6][CH:5]=2)=[CH:14][CH:13]=1)[CH2:23][CH2:24][CH3:25]. The yield is 0.530. (3) The reactants are C([N:8]1[CH2:14][CH2:13][CH2:12][CH2:11][CH:10]([CH2:15][OH:16])[CH2:9]1)C1C=CC=CC=1. The catalyst is CO.[Pd]. The product is [NH:8]1[CH2:14][CH2:13][CH2:12][CH2:11][CH:10]([CH2:15][OH:16])[CH2:9]1. The yield is 0.600.